From a dataset of NCI-60 drug combinations with 297,098 pairs across 59 cell lines. Regression. Given two drug SMILES strings and cell line genomic features, predict the synergy score measuring deviation from expected non-interaction effect. (1) Drug 1: C1CCC(C1)C(CC#N)N2C=C(C=N2)C3=C4C=CNC4=NC=N3. Drug 2: CCN(CC)CCCC(C)NC1=C2C=C(C=CC2=NC3=C1C=CC(=C3)Cl)OC. Cell line: HOP-62. Synergy scores: CSS=30.6, Synergy_ZIP=-7.60, Synergy_Bliss=-2.55, Synergy_Loewe=-17.9, Synergy_HSA=-4.02. (2) Drug 1: CN1CCC(CC1)COC2=C(C=C3C(=C2)N=CN=C3NC4=C(C=C(C=C4)Br)F)OC. Drug 2: C1=C(C(=O)NC(=O)N1)F. Cell line: K-562. Synergy scores: CSS=62.3, Synergy_ZIP=-5.72, Synergy_Bliss=-8.14, Synergy_Loewe=-9.24, Synergy_HSA=-5.80.